From a dataset of Reaction yield outcomes from USPTO patents with 853,638 reactions. Predict the reaction yield, written as a fraction of the theoretical maximum amount of product (1.0 means a 100% yield; for example, 0.34 means a 34% yield). The product is [F:1][C:2]1[CH:7]=[CH:6][CH:5]=[CH:4][C:3]=1[S:8]([N:12]1[CH2:17][CH2:16][O:15][CH2:14][CH2:13]1)(=[O:10])=[O:9]. The yield is 0.870. The reactants are [F:1][C:2]1[CH:7]=[CH:6][CH:5]=[CH:4][C:3]=1[S:8](Cl)(=[O:10])=[O:9].[NH:12]1[CH2:17][CH2:16][O:15][CH2:14][CH2:13]1. The catalyst is CC(C)=O.O.